From a dataset of Forward reaction prediction with 1.9M reactions from USPTO patents (1976-2016). Predict the product of the given reaction. Given the reactants C(O)C.[OH-].[Na+].C(O)(=O)C.O.C([O:13][C:14](=[O:27])[CH2:15][C:16]1[CH:21]=[C:20]([Cl:22])[C:19]([N+:23]([O-:25])=[O:24])=[CH:18][C:17]=1[Cl:26])C, predict the reaction product. The product is: [Cl:26][C:17]1[CH:18]=[C:19]([N+:23]([O-:25])=[O:24])[C:20]([Cl:22])=[CH:21][C:16]=1[CH2:15][C:14]([OH:27])=[O:13].